This data is from Catalyst prediction with 721,799 reactions and 888 catalyst types from USPTO. The task is: Predict which catalyst facilitates the given reaction. (1) Reactant: [Br:1][C:2]1[CH:3]=[CH:4][C:5]([Cl:12])=[C:6]([S:8](Cl)(=[O:10])=[O:9])[CH:7]=1.N1C=CC=CC=1.[NH2:19][C@H:20]1[CH2:25][CH2:24][C@H:23]([OH:26])[CH2:22][CH2:21]1. Product: [Br:1][C:2]1[CH:3]=[CH:4][C:5]([Cl:12])=[C:6]([S:8]([NH:19][CH:20]2[CH2:25][CH2:24][CH:23]([OH:26])[CH2:22][CH2:21]2)(=[O:10])=[O:9])[CH:7]=1. The catalyst class is: 2. (2) Reactant: [Br:1][C:2]1[CH:3]=[CH:4][C:5]([O:22][Si](C(C)(C)C)(C)C)=[C:6]([CH:8]([C:13]([C:15]2[CH:20]=[CH:19][C:18]([F:21])=[CH:17][CH:16]=2)=[O:14])[C:9]([O:11][CH3:12])=[O:10])[CH:7]=1.CCCC[N+](CCCC)(CCCC)CCCC.[F-]. Product: [Br:1][C:2]1[CH:3]=[CH:4][C:5]([OH:22])=[C:6]([CH:8]([C:13]([C:15]2[CH:16]=[CH:17][C:18]([F:21])=[CH:19][CH:20]=2)=[O:14])[C:9]([O:11][CH3:12])=[O:10])[CH:7]=1. The catalyst class is: 1. (3) Reactant: [OH:1][C:2]1[C:11]2[C:6](=[CH:7][CH:8]=[C:9]([C:12]([F:15])([F:14])[F:13])[CH:10]=2)[C:5]([CH3:17])([CH3:16])[C:4](=[O:18])[C:3]=1[C:19](OCC)=[O:20].Cl.[C:25]([O:29][C:30](=[O:33])[CH2:31][NH2:32])([CH3:28])([CH3:27])[CH3:26].CCN(C(C)C)C(C)C. Product: [OH:1][C:2]1[C:11]2[C:6](=[CH:7][CH:8]=[C:9]([C:12]([F:14])([F:15])[F:13])[CH:10]=2)[C:5]([CH3:17])([CH3:16])[C:4](=[O:18])[C:3]=1[C:19]([NH:32][CH2:31][C:30]([O:29][C:25]([CH3:28])([CH3:27])[CH3:26])=[O:33])=[O:20]. The catalyst class is: 12. (4) Reactant: [C:1]([C:3]1[CH:8]=[CH:7][C:6]([CH:9]([CH3:13])C(O)=O)=[CH:5][CH:4]=1)#[N:2].[CH3:14][N:15]([C:17]([O:21]N1N=NC2C=CC=CC1=2)=[N+](C)C)C.[B-](F)(F)(F)F.C([N:38]([CH2:41][CH3:42])[CH2:39]C)C.NCCCN(C)[S:48]([C:51]1[CH:56]=[CH:55][CH:54]=[C:53]([Cl:57])[C:52]=1[Cl:58])(=[O:50])=[O:49]. Product: [C:1]([C:3]1[CH:4]=[CH:5][C:6]([CH2:9][CH2:13][C:17]([NH:15][CH2:14][CH2:42][CH2:41][NH:38][CH2:39][S:48]([C:51]2[CH:56]=[CH:55][CH:54]=[C:53]([Cl:57])[C:52]=2[Cl:58])(=[O:49])=[O:50])=[O:21])=[CH:7][CH:8]=1)#[N:2]. The catalyst class is: 7. (5) Reactant: Br[C:2]1[CH:7]=[CH:6][CH:5]=[C:4]([Br:8])[N:3]=1.C([Li])CCC.[C:14]([O:18][C:19]([N:21]1[CH2:26][CH2:25][C:24](=[O:27])[CH2:23][CH2:22]1)=[O:20])([CH3:17])([CH3:16])[CH3:15].[Cl-].[NH4+]. Product: [C:14]([O:18][C:19]([N:21]1[CH2:26][CH2:25][C:24]([OH:27])([C:2]2[CH:7]=[CH:6][CH:5]=[C:4]([Br:8])[N:3]=2)[CH2:23][CH2:22]1)=[O:20])([CH3:17])([CH3:15])[CH3:16]. The catalyst class is: 4.